This data is from NCI-60 drug combinations with 297,098 pairs across 59 cell lines. The task is: Regression. Given two drug SMILES strings and cell line genomic features, predict the synergy score measuring deviation from expected non-interaction effect. (1) Drug 1: C1CCN(CC1)CCOC2=CC=C(C=C2)C(=O)C3=C(SC4=C3C=CC(=C4)O)C5=CC=C(C=C5)O. Drug 2: CC1C(C(CC(O1)OC2CC(CC3=C2C(=C4C(=C3O)C(=O)C5=C(C4=O)C(=CC=C5)OC)O)(C(=O)CO)O)N)O.Cl. Cell line: HT29. Synergy scores: CSS=41.7, Synergy_ZIP=5.64, Synergy_Bliss=5.82, Synergy_Loewe=3.64, Synergy_HSA=4.17. (2) Drug 1: C1=CC=C(C=C1)NC(=O)CCCCCCC(=O)NO. Drug 2: CC(C)(C#N)C1=CC(=CC(=C1)CN2C=NC=N2)C(C)(C)C#N. Cell line: CCRF-CEM. Synergy scores: CSS=-2.96, Synergy_ZIP=2.70, Synergy_Bliss=-1.10, Synergy_Loewe=-6.88, Synergy_HSA=-6.78.